This data is from Reaction yield outcomes from USPTO patents with 853,638 reactions. The task is: Predict the reaction yield, written as a fraction of the theoretical maximum amount of product (1.0 means a 100% yield; for example, 0.34 means a 34% yield). (1) The reactants are [OH-].[K+].[Cl:3][C:4]1[CH:5]=[C:6]([N:21]2[CH:25]=[N:24][C:23]([C:26]([O:28]CC)=[O:27])=[N:22]2)[CH:7]=[C:8]([Cl:20])[C:9]=1[O:10][CH2:11][C:12]1[CH:17]=[CH:16][C:15]([O:18][CH3:19])=[CH:14][CH:13]=1.Cl. The catalyst is O.C(O)C. The product is [Cl:20][C:8]1[CH:7]=[C:6]([N:21]2[CH:25]=[N:24][C:23]([C:26]([OH:28])=[O:27])=[N:22]2)[CH:5]=[C:4]([Cl:3])[C:9]=1[O:10][CH2:11][C:12]1[CH:17]=[CH:16][C:15]([O:18][CH3:19])=[CH:14][CH:13]=1. The yield is 0.950. (2) The yield is 0.280. The catalyst is ClCCl.O. The product is [NH2:33][C:29]1[N:28]=[C:27]([S:2]([NH:3][C:4](=[O:5])[C:6]2[CH:11]=[CH:10][C:9]([C:12]([CH3:15])([CH3:14])[CH3:13])=[N:8][C:7]=2[O:16][C:17]2[C:18]([CH3:25])=[CH:19][C:20]([CH3:24])=[CH:21][C:22]=2[CH3:23])(=[NH:1])=[O:26])[CH:32]=[CH:31][CH:30]=1. The reactants are [NH2:1][S:2]([C:27]1[CH:32]=[CH:31][CH:30]=[C:29]([NH:33]CC2C=CC(OC)=CC=2OC)[N:28]=1)(=[O:26])=[N:3][C:4]([C:6]1[C:7]([O:16][C:17]2[C:22]([CH3:23])=[CH:21][C:20]([CH3:24])=[CH:19][C:18]=2[CH3:25])=[N:8][C:9]([C:12]([CH3:15])([CH3:14])[CH3:13])=[CH:10][CH:11]=1)=[O:5].FC(F)(F)C(O)=O.C([O-])(O)=O.[Na+]. (3) The reactants are [NH2:1][CH2:2][CH2:3][OH:4].C(O)(=O)C.[F:9][C:10]1[CH:11]=[C:12]2[C:16](=[C:17]([CH:19]=O)[CH:18]=1)[NH:15][CH:14]=[CH:13]2.C(O[BH-](OC(=O)C)OC(=O)C)(=O)C.[Na+].C(=O)(O)[O-].[Na+].[OH-].[Na+]. The catalyst is ClCCCl. The product is [F:9][C:10]1[CH:11]=[C:12]2[C:16](=[C:17]([CH2:19][NH:1][CH2:2][CH2:3][OH:4])[CH:18]=1)[NH:15][CH:14]=[CH:13]2. The yield is 0.960. (4) The reactants are [O:1]1[C:5]2[CH:6]=[CH:7][CH:8]=[CH:9][C:4]=2[N:3]=[C:2]1[CH:10]([CH:12]([NH:21][C:22](=[O:41])[CH:23]([CH2:34][CH:35]1[CH2:40][CH2:39][CH2:38][CH2:37][CH2:36]1)[C:24]([NH:26][CH2:27][C:28]1[CH:33]=[CH:32][CH:31]=[CH:30][CH:29]=1)=[O:25])[CH2:13][CH2:14][C:15]1[CH:20]=[CH:19][CH:18]=[CH:17][CH:16]=1)[OH:11].CC(OI1(OC(C)=O)(OC(C)=O)OC(=O)C2C=CC=CC1=2)=O. The catalyst is ClCCl.OS([O-])=O.[Na+]. The product is [O:1]1[C:5]2[CH:6]=[CH:7][CH:8]=[CH:9][C:4]=2[N:3]=[C:2]1[C:10]([CH:12]([NH:21][C:22](=[O:41])[CH:23]([CH2:34][CH:35]1[CH2:40][CH2:39][CH2:38][CH2:37][CH2:36]1)[C:24]([NH:26][CH2:27][C:28]1[CH:29]=[CH:30][CH:31]=[CH:32][CH:33]=1)=[O:25])[CH2:13][CH2:14][C:15]1[CH:20]=[CH:19][CH:18]=[CH:17][CH:16]=1)=[O:11]. The yield is 0.570. (5) The product is [C:20]([O:19][C:17](=[O:18])[N:11]([CH2:7][C:6]1[CH:9]=[C:2]([Br:1])[CH:3]=[CH:4][C:5]=1[OH:10])[CH2:12][CH2:13][OH:14])([CH3:23])([CH3:22])[CH3:21]. The catalyst is C1COCC1.CO. The reactants are [Br:1][C:2]1[CH:3]=[CH:4][C:5]([OH:10])=[C:6]([CH:9]=1)[CH:7]=O.[NH2:11][CH2:12][CH2:13][OH:14].[BH4-].[Na+].[C:17](O[C:17]([O:19][C:20]([CH3:23])([CH3:22])[CH3:21])=[O:18])([O:19][C:20]([CH3:23])([CH3:22])[CH3:21])=[O:18]. The yield is 0.980.